This data is from NCI-60 drug combinations with 297,098 pairs across 59 cell lines. The task is: Regression. Given two drug SMILES strings and cell line genomic features, predict the synergy score measuring deviation from expected non-interaction effect. (1) Drug 1: CC1=C(C=C(C=C1)NC2=NC=CC(=N2)N(C)C3=CC4=NN(C(=C4C=C3)C)C)S(=O)(=O)N.Cl. Drug 2: CC1CCCC2(C(O2)CC(NC(=O)CC(C(C(=O)C(C1O)C)(C)C)O)C(=CC3=CSC(=N3)C)C)C. Cell line: COLO 205. Synergy scores: CSS=-8.80, Synergy_ZIP=4.34, Synergy_Bliss=-2.10, Synergy_Loewe=-17.8, Synergy_HSA=-10.5. (2) Drug 1: C(=O)(N)NO. Drug 2: C1CNP(=O)(OC1)N(CCCl)CCCl. Cell line: HL-60(TB). Synergy scores: CSS=-18.5, Synergy_ZIP=7.68, Synergy_Bliss=-7.58, Synergy_Loewe=-58.1, Synergy_HSA=-24.2. (3) Drug 1: C1C(C(OC1N2C=NC3=C(N=C(N=C32)Cl)N)CO)O. Drug 2: CC(C)CN1C=NC2=C1C3=CC=CC=C3N=C2N. Cell line: UACC62. Synergy scores: CSS=42.5, Synergy_ZIP=-4.07, Synergy_Bliss=-8.86, Synergy_Loewe=-9.87, Synergy_HSA=-8.37. (4) Drug 1: CC1C(C(=O)NC(C(=O)N2CCCC2C(=O)N(CC(=O)N(C(C(=O)O1)C(C)C)C)C)C(C)C)NC(=O)C3=C4C(=C(C=C3)C)OC5=C(C(=O)C(=C(C5=N4)C(=O)NC6C(OC(=O)C(N(C(=O)CN(C(=O)C7CCCN7C(=O)C(NC6=O)C(C)C)C)C)C(C)C)C)N)C. Drug 2: CS(=O)(=O)OCCCCOS(=O)(=O)C. Cell line: SF-539. Synergy scores: CSS=16.7, Synergy_ZIP=-3.62, Synergy_Bliss=6.73, Synergy_Loewe=-4.45, Synergy_HSA=4.66. (5) Drug 1: C1=CN(C(=O)N=C1N)C2C(C(C(O2)CO)O)O.Cl. Drug 2: C#CCC(CC1=CN=C2C(=N1)C(=NC(=N2)N)N)C3=CC=C(C=C3)C(=O)NC(CCC(=O)O)C(=O)O. Synergy scores: CSS=90.9, Synergy_ZIP=-0.815, Synergy_Bliss=-1.50, Synergy_Loewe=-1.69, Synergy_HSA=-1.14. Cell line: MOLT-4. (6) Drug 1: C1=C(C(=O)NC(=O)N1)F. Drug 2: CC(C1=C(C=CC(=C1Cl)F)Cl)OC2=C(N=CC(=C2)C3=CN(N=C3)C4CCNCC4)N. Cell line: MOLT-4. Synergy scores: CSS=37.4, Synergy_ZIP=5.33, Synergy_Bliss=-0.511, Synergy_Loewe=-2.54, Synergy_HSA=-0.565. (7) Drug 1: CCC1(CC2CC(C3=C(CCN(C2)C1)C4=CC=CC=C4N3)(C5=C(C=C6C(=C5)C78CCN9C7C(C=CC9)(C(C(C8N6C=O)(C(=O)OC)O)OC(=O)C)CC)OC)C(=O)OC)O.OS(=O)(=O)O. Cell line: MDA-MB-435. Synergy scores: CSS=57.5, Synergy_ZIP=6.19, Synergy_Bliss=4.70, Synergy_Loewe=-49.9, Synergy_HSA=3.33. Drug 2: CC12CCC3C(C1CCC2O)C(CC4=C3C=CC(=C4)O)CCCCCCCCCS(=O)CCCC(C(F)(F)F)(F)F.